This data is from Reaction yield outcomes from USPTO patents with 853,638 reactions. The task is: Predict the reaction yield, written as a fraction of the theoretical maximum amount of product (1.0 means a 100% yield; for example, 0.34 means a 34% yield). (1) The reactants are [Cl:1][C:2]1[N:3]=[CH:4][C:5]2[S:10][CH:9]=[C:8]([C:11](Cl)=[O:12])[C:6]=2[N:7]=1.[NH2:14][C:15]1[CH:20]=[CH:19][CH:18]=[C:17]([CH2:21][CH3:22])[N:16]=1.N1C=CC=CC=1. The catalyst is CCOC(C)=O. The product is [CH2:21]([C:17]1[N:16]=[C:15]([NH:14][C:11]([C:8]2[C:6]3[N:7]=[C:2]([Cl:1])[N:3]=[CH:4][C:5]=3[S:10][CH:9]=2)=[O:12])[CH:20]=[CH:19][CH:18]=1)[CH3:22]. The yield is 0.808. (2) The reactants are [N:1]1[CH:6]=[C:5]([CH2:7][C:8]2[C:9](=[O:15])[NH:10][C:11](=[S:14])[NH:12][CH:13]=2)[CH:4]=[N:3][CH:2]=1.CCN(C(C)C)C(C)C.[Cl:25][C:26]1[CH:31]=[CH:30][C:29]([O:32][C:33]2[CH:38]=[CH:37][C:36]([CH2:39]Cl)=[CH:35][CH:34]=2)=[CH:28][C:27]=1[C:41]([F:44])([F:43])[F:42]. The catalyst is C(Cl)Cl. The product is [Cl:25][C:26]1[CH:31]=[CH:30][C:29]([O:32][C:33]2[CH:34]=[CH:35][C:36]([CH2:39][S:14][C:11]3[NH:12][CH:13]=[C:8]([CH2:7][C:5]4[CH:6]=[N:1][CH:2]=[N:3][CH:4]=4)[C:9](=[O:15])[N:10]=3)=[CH:37][CH:38]=2)=[CH:28][C:27]=1[C:41]([F:42])([F:43])[F:44]. The yield is 0.267. (3) The reactants are O=S(Cl)[Cl:3].[N+:5]([C:8]1[CH:9]=[C:10]([C:15]([F:18])([F:17])[F:16])[C:11](O)=[N:12][CH:13]=1)([O-:7])=[O:6].CN(C=O)C. No catalyst specified. The product is [Cl:3][C:11]1[C:10]([C:15]([F:18])([F:17])[F:16])=[CH:9][C:8]([N+:5]([O-:7])=[O:6])=[CH:13][N:12]=1. The yield is 0.860.